Task: Predict the reaction yield, written as a fraction of the theoretical maximum amount of product (1.0 means a 100% yield; for example, 0.34 means a 34% yield).. Dataset: Reaction yield outcomes from USPTO patents with 853,638 reactions (1) The reactants are Cl[C:2]1[CH:7]=[N:6][CH:5]=[C:4]([Cl:8])[N:3]=1.[NH2:9][CH2:10][C:11]1[CH:20]=[CH:19][C:14]([C:15]([O:17][CH3:18])=[O:16])=[CH:13][CH:12]=1.Cl.CCN(C(C)C)C(C)C.[NH4+].[Cl-]. The catalyst is C1COCC1.CN(C=O)C. The product is [CH3:18][O:17][C:15](=[O:16])[C:14]1[CH:19]=[CH:20][C:11]([CH2:10][NH:9][C:2]2[CH:7]=[N:6][CH:5]=[C:4]([Cl:8])[N:3]=2)=[CH:12][CH:13]=1. The yield is 0.320. (2) The product is [C:1]([O:5][C:6](=[O:45])[NH:7][C@H:8]([C:39]1[CH:44]=[CH:43][CH:42]=[CH:41][CH:40]=1)[CH2:9][N:10]1[C:15](=[O:16])[C:14]([N:17]2[CH2:22][CH2:21][N:20]([CH2:56][C:57]3[O:58][C:59]([C:62]([F:65])([F:64])[F:63])=[CH:60][CH:61]=3)[CH:19]([CH2:23][OH:24])[CH2:18]2)=[C:13]([CH3:25])[N:12]([CH2:26][C:27]2[C:32]([C:33]([F:35])([F:36])[F:34])=[CH:31][CH:30]=[CH:29][C:28]=2[F:37])[C:11]1=[O:38])([CH3:2])([CH3:3])[CH3:4]. The reactants are [C:1]([O:5][C:6](=[O:45])[NH:7][C@H:8]([C:39]1[CH:44]=[CH:43][CH:42]=[CH:41][CH:40]=1)[CH2:9][N:10]1[C:15](=[O:16])[C:14]([N:17]2[CH2:22][CH2:21][NH:20][CH:19]([CH2:23][OH:24])[CH2:18]2)=[C:13]([CH3:25])[N:12]([CH2:26][C:27]2[C:32]([C:33]([F:36])([F:35])[F:34])=[CH:31][CH:30]=[CH:29][C:28]=2[F:37])[C:11]1=[O:38])([CH3:4])([CH3:3])[CH3:2].C(N(CC)C(C)C)(C)C.Br[CH2:56][C:57]1[O:58][C:59]([C:62]([F:65])([F:64])[F:63])=[CH:60][CH:61]=1. The yield is 0.770. The catalyst is ClCCl.